Dataset: Catalyst prediction with 721,799 reactions and 888 catalyst types from USPTO. Task: Predict which catalyst facilitates the given reaction. (1) Reactant: [C:1]([O:5][C:6](=[O:34])[NH:7][C:8]1([C:12]2[CH:17]=[CH:16][C:15]([C:18]3[N:19]=[C:20]4[CH:25]=[C:24]([NH2:26])[CH:23]=[CH:22][N:21]4[C:27]=3[C:28]3[CH:33]=[CH:32][CH:31]=[CH:30][CH:29]=3)=[CH:14][CH:13]=2)[CH2:11][CH2:10][CH2:9]1)([CH3:4])([CH3:3])[CH3:2].[C:35](OC(=O)C)(=[O:37])[CH3:36].N1C=CC=CC=1.O. Product: [C:1]([O:5][C:6](=[O:34])[NH:7][C:8]1([C:12]2[CH:13]=[CH:14][C:15]([C:18]3[N:19]=[C:20]4[CH:25]=[C:24]([NH:26][C:35](=[O:37])[CH3:36])[CH:23]=[CH:22][N:21]4[C:27]=3[C:28]3[CH:29]=[CH:30][CH:31]=[CH:32][CH:33]=3)=[CH:16][CH:17]=2)[CH2:11][CH2:10][CH2:9]1)([CH3:4])([CH3:2])[CH3:3]. The catalyst class is: 2. (2) Reactant: COC1C=CC(C[N:8]2[C:13](=[O:14])[CH2:12][O:11][CH2:10][C@H:9]2[C:15]([O:17][CH2:18][C:19]2[CH:24]=[CH:23][CH:22]=[CH:21][CH:20]=2)=[O:16])=CC=1.CCN(C(C)C)C(C)C. Product: [O:14]=[C:13]1[NH:8][C@H:9]([C:15]([O:17][CH2:18][C:19]2[CH:24]=[CH:23][CH:22]=[CH:21][CH:20]=2)=[O:16])[CH2:10][O:11][CH2:12]1. The catalyst class is: 144. (3) Reactant: [OH:1][C:2]1[C:11]2[C:6](=[CH:7][C:8]([C:12]([F:15])([F:14])[F:13])=[CH:9][CH:10]=2)[N:5]=[C:4]([C:16]([O:18][CH3:19])=[O:17])[CH:3]=1.C(=O)([O-])[O-].[K+].[K+].I[CH:27]([CH3:29])[CH3:28]. The catalyst class is: 10. Product: [CH:27]([O:1][C:2]1[C:11]2[C:6](=[CH:7][C:8]([C:12]([F:15])([F:13])[F:14])=[CH:9][CH:10]=2)[N:5]=[C:4]([C:16]([O:18][CH3:19])=[O:17])[CH:3]=1)([CH3:29])[CH3:28]. (4) Reactant: [C:1]([C:3]1([C:6]2[CH:7]=[C:8]([CH:21]=[CH:22][CH:23]=2)[C:9]([NH:11][C:12]2[CH:17]=[CH:16][C:15]([O:18][CH3:19])=[C:14]([OH:20])[CH:13]=2)=[O:10])[CH2:5][CH2:4]1)#[N:2].C(=O)([O-])[O-].[K+].[K+].F[C:31]1[CH:36]=[CH:35][C:34]([N+:37]([O-:39])=[O:38])=[CH:33][CH:32]=1.O. Product: [C:1]([C:3]1([C:6]2[CH:7]=[C:8]([CH:21]=[CH:22][CH:23]=2)[C:9]([NH:11][C:12]2[CH:17]=[CH:16][C:15]([O:18][CH3:19])=[C:14]([O:20][C:31]3[CH:36]=[CH:35][C:34]([N+:37]([O-:39])=[O:38])=[CH:33][CH:32]=3)[CH:13]=2)=[O:10])[CH2:5][CH2:4]1)#[N:2]. The catalyst class is: 9. (5) Reactant: [NH:1]1[CH:5]=[C:4]([C:6]([O:8][CH2:9][CH3:10])=[O:7])[CH:3]=[N:2]1.[H-].[Na+].Br[CH2:14][C:15]#[C:16][Si:17]([CH3:20])([CH3:19])[CH3:18]. Product: [CH3:18][Si:17]([CH3:20])([CH3:19])[C:16]#[C:15][CH2:14][N:1]1[CH:5]=[C:4]([C:6]([O:8][CH2:9][CH3:10])=[O:7])[CH:3]=[N:2]1. The catalyst class is: 9. (6) Reactant: [OH:1][C:2]1[CH:9]=[C:8]([O:10][CH:11]2[CH2:16][CH2:15][CH2:14][CH2:13][O:12]2)[CH:7]=[C:6]([CH3:17])[C:3]=1[CH:4]=[O:5].[H-].[Na+].[CH3:20]I. Product: [CH3:20][O:1][C:2]1[CH:9]=[C:8]([O:10][CH:11]2[CH2:16][CH2:15][CH2:14][CH2:13][O:12]2)[CH:7]=[C:6]([CH3:17])[C:3]=1[CH:4]=[O:5]. The catalyst class is: 3. (7) Reactant: [CH2:1]([Cl:7])[C:2]1[N:6]=[N:5][NH:4][N:3]=1.CN([CH:11]=[O:12])C.[C:13]1(C)[CH:18]=CC(S([O-])(=O)=O)=[CH:15][CH:14]=1.[NH+]1C=[CH:15][CH:14]=[CH:13][CH:18]=1.C(=O)([O-])O.[Na+]. Product: [Cl:7][CH2:1][C:2]1[N:6]([CH:15]2[CH2:14][CH2:13][CH2:18][CH2:11][O:12]2)[N:5]=[N:4][N:3]=1. The catalyst class is: 4.